This data is from Reaction yield outcomes from USPTO patents with 853,638 reactions. The task is: Predict the reaction yield, written as a fraction of the theoretical maximum amount of product (1.0 means a 100% yield; for example, 0.34 means a 34% yield). (1) The reactants are [NH:1]1[C:10]2[C:5](=[CH:6][CH:7]=[CH:8][N:9]=2)[CH2:4][CH2:3][CH2:2]1.[C:11](O[C:11]([O:13][C:14]([CH3:17])([CH3:16])[CH3:15])=[O:12])([O:13][C:14]([CH3:17])([CH3:16])[CH3:15])=[O:12].[Li+].C[Si]([N-][Si](C)(C)C)(C)C. The catalyst is C1COCC1. The product is [C:14]([O:13][C:11]([N:9]1[C:10]2[C:5](=[CH:4][CH:3]=[CH:2][N:1]=2)[CH2:6][CH2:7][CH2:8]1)=[O:12])([CH3:17])([CH3:16])[CH3:15]. The yield is 0.760. (2) The reactants are [CH3:1][S:2]([N:5]1[CH2:10][CH2:9][N:8]([C:11]2[CH:16]=[CH:15][C:14]([O:17][CH2:18][CH2:19][CH2:20][C:21]([F:24])([F:23])[F:22])=[CH:13][CH:12]=2)[CH2:7][CH2:6]1)(=[O:4])=[O:3].[C:25](O[C:25]([O:27][C:28]([CH3:31])([CH3:30])[CH3:29])=[O:26])([O:27][C:28]([CH3:31])([CH3:30])[CH3:29])=[O:26].C[Si](C)(C)N[Si](C)(C)C.[Li].[Cl-].[NH4+]. The catalyst is O1CCCC1. The product is [F:22][C:21]([F:24])([F:23])[CH2:20][CH2:19][CH2:18][O:17][C:14]1[CH:13]=[CH:12][C:11]([N:8]2[CH2:9][CH2:10][N:5]([S:2]([CH2:1][C:25]([O:27][C:28]([CH3:31])([CH3:30])[CH3:29])=[O:26])(=[O:3])=[O:4])[CH2:6][CH2:7]2)=[CH:16][CH:15]=1. The yield is 0.920. (3) The reactants are Cl[C:2]1[N:3]=[CH:4][C:5]2[N:6]([CH3:21])[C:7](=[O:20])[C:8]3([CH2:19][CH2:18]3)[CH2:9][N:10]([CH:13]3[CH2:17][CH2:16][CH2:15][CH2:14]3)[C:11]=2[N:12]=1.[NH2:22][C:23]1[C:38]([Cl:39])=[CH:37][C:26]([C:27]([NH:29][CH:30]2[CH2:35][CH2:34][N:33]([CH3:36])[CH2:32][CH2:31]2)=[O:28])=[C:25]([F:40])[CH:24]=1.CC1(C)C2C(=C(P(C3C=CC=CC=3)C3C=CC=CC=3)C=CC=2)OC2C(P(C3C=CC=CC=3)C3C=CC=CC=3)=CC=CC1=2.C(=O)([O-])[O-].[Cs+].[Cs+]. The catalyst is O1CCOCC1.[Pd+2].C(=CC(C=CC1C=CC=CC=1)=O)C1C=CC=CC=1.C(=CC(C=CC1C=CC=CC=1)=O)C1C=CC=CC=1.C(=CC(C=CC1C=CC=CC=1)=O)C1C=CC=CC=1. The product is [Cl:39][C:38]1[C:23]([NH:22][C:2]2[N:3]=[CH:4][C:5]3[N:6]([CH3:21])[C:7](=[O:20])[C:8]4([CH2:19][CH2:18]4)[CH2:9][N:10]([CH:13]4[CH2:14][CH2:15][CH2:16][CH2:17]4)[C:11]=3[N:12]=2)=[CH:24][C:25]([F:40])=[C:26]([CH:37]=1)[C:27]([NH:29][CH:30]1[CH2:31][CH2:32][N:33]([CH3:36])[CH2:34][CH2:35]1)=[O:28]. The yield is 0.600. (4) The reactants are [CH2:1]([N:3]([CH2:13][CH3:14])[C:4]1[CH:11]=[CH:10][C:7]([CH:8]=[O:9])=[C:6]([OH:12])[CH:5]=1)[CH3:2].[CH2:15]([CH:17]([CH2:20][CH2:21][CH2:22][CH3:23])[CH2:18]Br)[CH3:16].[OH-].[Na+]. The catalyst is CS(C)=O. The product is [CH2:13]([N:3]([CH2:1][CH3:2])[C:4]1[CH:11]=[CH:10][C:7]([CH:8]=[O:9])=[C:6]([O:12][CH2:18][CH:17]([CH2:15][CH3:16])[CH2:20][CH2:21][CH2:22][CH3:23])[CH:5]=1)[CH3:14]. The yield is 0.860. (5) The reactants are [NH2:1][C:2]1[CH:3]=[C:4]([CH:16]=[C:17]([C:19]([F:22])([F:21])[F:20])[CH:18]=1)[O:5][C:6]1[CH:11]=[CH:10][N:9]=[C:8]([NH2:12])[C:7]=1[N+:13]([O-:15])=[O:14].[Cl:23][C:24]1[CH:29]=[CH:28][C:27]([N:30]=[C:31]=[O:32])=[CH:26][C:25]=1[C:33]([F:36])([F:35])[F:34]. No catalyst specified. The product is [NH2:12][C:8]1[C:7]([N+:13]([O-:15])=[O:14])=[C:6]([O:5][C:4]2[CH:3]=[C:2]([NH:1][C:31]([NH:30][C:27]3[CH:28]=[CH:29][C:24]([Cl:23])=[C:25]([C:33]([F:35])([F:34])[F:36])[CH:26]=3)=[O:32])[CH:18]=[C:17]([C:19]([F:22])([F:20])[F:21])[CH:16]=2)[CH:11]=[CH:10][N:9]=1. The yield is 0.980.